From a dataset of Full USPTO retrosynthesis dataset with 1.9M reactions from patents (1976-2016). Predict the reactants needed to synthesize the given product. (1) Given the product [ClH:55].[ClH:55].[F:40][C:2]([F:1])([F:39])[C:3]1[CH:4]=[C:5]([CH:32]=[C:33]([C:35]([F:37])([F:38])[F:36])[CH:34]=1)[C:6]([N:8]1[CH2:13][CH2:12][N:11]([CH2:14][CH2:15][CH2:16][NH:41][N:42]2[CH2:47][CH2:46][O:45][CH2:44][CH2:43]2)[CH2:10][C@H:9]1[CH2:22][C:23]1[C:31]2[C:26](=[CH:27][CH:28]=[CH:29][CH:30]=2)[NH:25][CH:24]=1)=[O:7], predict the reactants needed to synthesize it. The reactants are: [F:1][C:2]([F:40])([F:39])[C:3]1[CH:4]=[C:5]([CH:32]=[C:33]([C:35]([F:38])([F:37])[F:36])[CH:34]=1)[C:6]([N:8]1[CH2:13][CH2:12][N:11]([CH2:14][CH2:15][CH2:16]OS(C)(=O)=O)[CH2:10][C@H:9]1[CH2:22][C:23]1[C:31]2[C:26](=[CH:27][CH:28]=[CH:29][CH:30]=2)[NH:25][CH:24]=1)=[O:7].[NH2:41][N:42]1[CH2:47][CH2:46][O:45][CH2:44][CH2:43]1.C(N(CC)CC)C.[ClH:55]. (2) Given the product [CH2:10]([O:12][C:13](=[O:16])[CH2:14][CH2:15][C:2]1[CH:9]=[CH:8][C:5]([CH:6]=[O:7])=[CH:4][CH:3]=1)[CH3:11], predict the reactants needed to synthesize it. The reactants are: I[C:2]1[CH:9]=[CH:8][C:5]([CH:6]=[O:7])=[CH:4][CH:3]=1.[CH2:10]([O:12][CH:13]([O:16]CC)[CH:14]=[CH2:15])[CH3:11].C(N(CC)CC)C. (3) Given the product [F:30][C:19]([F:18])([F:31])[S:20]([C:23]1[CH:28]=[CH:27][C:26]([O:1][C:2]2[CH:3]=[C:4]([CH:15]=[CH:16][CH:17]=2)[O:5][C:6]2[CH:14]=[CH:13][C:9]([C:10]([OH:12])=[O:11])=[CH:8][CH:7]=2)=[CH:25][CH:24]=1)(=[O:21])=[O:22], predict the reactants needed to synthesize it. The reactants are: [OH:1][C:2]1[CH:3]=[C:4]([CH:15]=[CH:16][CH:17]=1)[O:5][C:6]1[CH:14]=[CH:13][C:9]([C:10]([OH:12])=[O:11])=[CH:8][CH:7]=1.[F:18][C:19]([F:31])([F:30])[S:20]([C:23]1[CH:28]=[CH:27][C:26](Cl)=[CH:25][CH:24]=1)(=[O:22])=[O:21].C(=O)([O-])[O-].[K+].[K+].O.